Dataset: Full USPTO retrosynthesis dataset with 1.9M reactions from patents (1976-2016). Task: Predict the reactants needed to synthesize the given product. (1) Given the product [OH:8][C:9]1[CH:36]=[C:35]([C:37]2[CH:38]=[N:39][CH:40]=[CH:41][CH:42]=2)[CH:34]=[CH:33][C:10]=1[C:11]([NH:13][C:14]1[CH:26]=[C:25]([C:27]2[CH:32]=[CH:31][CH:30]=[CH:29][CH:28]=2)[CH:24]=[CH:23][C:15]=1[C:16]([O:18][C:19]([CH3:22])([CH3:21])[CH3:20])=[O:17])=[O:12], predict the reactants needed to synthesize it. The reactants are: C([O:8][C:9]1[CH:36]=[C:35]([C:37]2[CH:38]=[N:39][CH:40]=[CH:41][CH:42]=2)[CH:34]=[CH:33][C:10]=1[C:11]([NH:13][C:14]1[CH:26]=[C:25]([C:27]2[CH:32]=[CH:31][CH:30]=[CH:29][CH:28]=2)[CH:24]=[CH:23][C:15]=1[C:16]([O:18][C:19]([CH3:22])([CH3:21])[CH3:20])=[O:17])=[O:12])C1C=CC=CC=1.C(OCC)(=O)C. (2) Given the product [CH3:20][O:21][C:22]1[CH:28]=[CH:27][C:25]([NH:26][C:2]2[C:3](=[O:19])[N:4]([CH2:14][CH2:15][CH2:16][O:17][CH3:18])[C:5](=[O:13])[C:6]=2[C:7]2[CH:12]=[CH:11][CH:10]=[CH:9][CH:8]=2)=[CH:24][CH:23]=1, predict the reactants needed to synthesize it. The reactants are: Cl[C:2]1[C:3](=[O:19])[N:4]([CH2:14][CH2:15][CH2:16][O:17][CH3:18])[C:5](=[O:13])[C:6]=1[C:7]1[CH:12]=[CH:11][CH:10]=[CH:9][CH:8]=1.[CH3:20][O:21][C:22]1[CH:28]=[CH:27][C:25]([NH2:26])=[CH:24][CH:23]=1. (3) Given the product [N:3]1([CH2:8][CH:9]2[NH:10][CH2:11][CH2:12][N:13]([C:27]([O:26][C:22]([CH3:25])([CH3:24])[CH3:23])=[O:28])[CH2:14]2)[CH:7]=[N:6][CH:5]=[N:4]1, predict the reactants needed to synthesize it. The reactants are: Cl.Cl.[N:3]1([CH2:8][CH:9]2[CH2:14][NH:13][CH2:12][CH2:11][NH:10]2)[CH:7]=[N:6][CH:5]=[N:4]1.CCN(CC)CC.[C:22]([O:26][C:27](ONC(C1C=CC=CC=1)C#N)=[O:28])([CH3:25])([CH3:24])[CH3:23]. (4) Given the product [CH2:30]([C:7]1[C:8]2[C:17](=[CH:16][C:15]3[C:10]([CH:9]=2)=[C:11]([CH2:27][CH2:28][CH3:29])[C:12]([CH2:24][CH2:25][CH3:26])=[C:13]([CH2:21][CH2:22][CH3:23])[C:14]=3[CH2:18][CH2:19][CH3:20])[C:4]([CH2:1][CH2:2][CH3:3])=[C:5]([CH2:36][CH2:37][CH3:38])[C:6]=1[CH2:33][CH2:34][CH3:35])[CH2:31][CH3:32], predict the reactants needed to synthesize it. The reactants are: [CH2:1]([C:4]1[C:17]2[CH2:16][C:15]3[C:10](=[C:11]([CH2:27][CH2:28][CH3:29])[C:12]([CH2:24][CH2:25][CH3:26])=[C:13]([CH2:21][CH2:22][CH3:23])[C:14]=3[CH2:18][CH2:19][CH3:20])[CH2:9][C:8]=2[C:7]([CH2:30][CH2:31][CH3:32])=[C:6]([CH2:33][CH2:34][CH3:35])[C:5]=1[CH2:36][CH2:37][CH3:38])[CH2:2][CH3:3]. (5) Given the product [CH3:1][CH2:2][CH2:3][CH2:4][CH2:5][CH2:6][CH2:7][CH2:8][CH2:9][CH2:10][CH2:11][CH2:12][CH2:13][CH2:14][CH2:15][CH2:16][CH2:17][C:18]([O:20][CH2:21][CH:22]([O:44][C:45]([CH2:47][CH2:48][CH2:49][CH2:50][CH2:51][CH2:52][CH2:53][CH2:54][CH2:55][CH2:56][CH2:57][CH2:58][CH2:59][CH2:60][CH2:61][CH2:62][CH3:63])=[O:46])[CH2:23][O:24][C:25]([CH2:27][CH2:28][CH2:29][CH2:30][CH2:31][CH2:32][CH2:33][CH2:34][CH2:35][CH2:36][CH2:37][CH2:38][CH2:39][CH2:40][CH2:41][CH2:42][CH3:43])=[O:26])=[O:19], predict the reactants needed to synthesize it. The reactants are: [CH3:1][CH2:2][CH2:3][CH2:4][CH2:5][CH2:6][CH2:7][CH2:8][CH2:9][CH2:10][CH2:11][CH2:12][CH2:13][CH2:14][CH2:15][CH2:16][CH2:17][C:18]([O:20][CH2:21][CH:22]([O:44][C:45]([CH2:47][CH2:48][CH2:49][CH2:50][CH2:51][CH2:52][CH2:53][CH2:54][CH2:55][CH2:56][CH2:57][CH2:58][CH2:59][CH2:60][CH2:61][CH2:62][CH3:63])=[O:46])[CH2:23][O:24][C:25]([CH2:27][CH2:28][CH2:29][CH2:30][CH2:31][CH2:32][CH2:33][CH2:34][CH2:35][CH2:36][CH2:37][CH2:38][CH2:39][CH2:40][CH2:41][CH2:42][CH3:43])=[O:26])=[O:19].CCCCCCCC/C=C\CCCCCCCC(OCC(COC(CCCCCCC/C=C\CCCCCCCC)=O)OC(CCCCCCC/C=C\CCCCCCCC)=O)=O.[Na]. (6) Given the product [Cl:1][C:2]1[CH:7]=[CH:6][C:5]([O:8][C:12]2[CH:11]=[CH:10][CH:17]=[CH:16][C:13]=2[CH:14]=[O:15])=[CH:4][CH:3]=1, predict the reactants needed to synthesize it. The reactants are: [Cl:1][C:2]1[CH:7]=[CH:6][C:5]([OH:8])=[CH:4][CH:3]=1.F[C:10]1[CH:17]=[CH:16][C:13]([CH:14]=[O:15])=[CH:12][CH:11]=1.O. (7) Given the product [Br:1][C:2]1[CH:7]=[CH:6][C:5]([O:8][Si:19]([CH:26]([CH3:28])[CH3:27])([CH:23]([CH3:25])[CH3:24])[CH:20]([CH3:22])[CH3:21])=[CH:4][C:3]=1[C:9]([CH3:12])([CH3:11])[CH3:10], predict the reactants needed to synthesize it. The reactants are: [Br:1][C:2]1[CH:7]=[CH:6][C:5]([OH:8])=[CH:4][C:3]=1[C:9]([CH3:12])([CH3:11])[CH3:10].N1C=CN=C1.Cl[Si:19]([CH:26]([CH3:28])[CH3:27])([CH:23]([CH3:25])[CH3:24])[CH:20]([CH3:22])[CH3:21].O. (8) Given the product [CH3:12][O:11][CH2:10][CH2:9][O:8][C:6]1[CH:5]=[CH:4][N:3]=[C:2]([NH:17][C:16]2[CH:18]=[C:19]([B:21]3[O:25][C:24]([CH3:26])([CH3:27])[C:23]([CH3:29])([CH3:28])[O:22]3)[CH:20]=[C:14]([CH3:13])[CH:15]=2)[N:7]=1, predict the reactants needed to synthesize it. The reactants are: Cl[C:2]1[N:7]=[C:6]([O:8][CH2:9][CH2:10][O:11][CH3:12])[CH:5]=[CH:4][N:3]=1.[CH3:13][C:14]1[CH:15]=[C:16]([CH:18]=[C:19]([B:21]2[O:25][C:24]([CH3:27])([CH3:26])[C:23]([CH3:29])([CH3:28])[O:22]2)[CH:20]=1)[NH2:17].CS(O)(=O)=O.